From a dataset of Forward reaction prediction with 1.9M reactions from USPTO patents (1976-2016). Predict the product of the given reaction. (1) Given the reactants [CH:1]1[C:13]2[NH:12][C:11]3[C:6](=[CH:7][CH:8]=[CH:9][CH:10]=3)[C:5]=2[CH:4]=[CH:3][CH:2]=1.[H-].[Na+].S(C1C=CC([N+]([O-])=O)=CC=1)(O[CH2:20][C@@H:21]1[O:23][CH2:22]1)(=O)=O, predict the reaction product. The product is: [O:23]1[CH2:22][C@@H:21]1[CH2:20][N:12]1[C:11]2[CH:10]=[CH:9][CH:8]=[CH:7][C:6]=2[C:5]2[C:13]1=[CH:1][CH:2]=[CH:3][CH:4]=2. (2) Given the reactants [CH2:1](Br)[C:2]1[CH:7]=[CH:6][CH:5]=[CH:4][CH:3]=1.C([O-])([O-])=O.[K+].[K+].[CH3:15][O:16][C:17](=[O:27])[CH2:18][CH2:19][C:20]1[CH:25]=[CH:24][C:23]([OH:26])=[CH:22][CH:21]=1, predict the reaction product. The product is: [CH3:15][O:16][C:17](=[O:27])[CH2:18][CH2:19][C:20]1[CH:25]=[CH:24][C:23]([O:26][CH2:1][C:2]2[CH:7]=[CH:6][CH:5]=[CH:4][CH:3]=2)=[CH:22][CH:21]=1.